From a dataset of Peptide-MHC class II binding affinity with 134,281 pairs from IEDB. Regression. Given a peptide amino acid sequence and an MHC pseudo amino acid sequence, predict their binding affinity value. This is MHC class II binding data. (1) The binding affinity (normalized) is 0.417. The peptide sequence is GELQIVDKIDLAFKI. The MHC is DRB5_0101 with pseudo-sequence DRB5_0101. (2) The peptide sequence is PICPGYRWMCLRRFI. The MHC is DRB1_1101 with pseudo-sequence DRB1_1101. The binding affinity (normalized) is 0.756.